Dataset: Reaction yield outcomes from USPTO patents with 853,638 reactions. Task: Predict the reaction yield, written as a fraction of the theoretical maximum amount of product (1.0 means a 100% yield; for example, 0.34 means a 34% yield). The reactants are [C:1]([C:3]1[C:8]([CH2:9][C:10]([O:12][CH2:13][CH3:14])=[O:11])=[CH:7][N:6]=[CH:5][N:4]=1)#[CH:2].Cl[C:16]1[C:21]([C:22]([F:25])([F:24])[F:23])=[CH:20][N:19]=[C:18]([NH:26][C:27]2[CH:32]=[CH:31][C:30]([CH:33]3[CH2:38][CH2:37][N:36]([C:39]([O:41][C:42]([CH3:45])([CH3:44])[CH3:43])=[O:40])[CH2:35][CH2:34]3)=[CH:29][CH:28]=2)[N:17]=1.C(N(CC)CC)C.F[B-](F)(F)F.C([PH+](C(C)(C)C)C(C)(C)C)(C)(C)C. The catalyst is CN(C=O)C.Cl[Pd](Cl)([P](C1C=CC=CC=1)(C1C=CC=CC=1)C1C=CC=CC=1)[P](C1C=CC=CC=1)(C1C=CC=CC=1)C1C=CC=CC=1. The product is [CH2:13]([O:12][C:10](=[O:11])[CH2:9][C:8]1[C:3]([C:1]#[C:2][C:20]2[C:21]([C:22]([F:23])([F:24])[F:25])=[CH:16][N:17]=[C:18]([NH:26][C:27]3[CH:32]=[CH:31][C:30]([CH:33]4[CH2:34][CH2:35][N:36]([C:39]([O:41][C:42]([CH3:45])([CH3:44])[CH3:43])=[O:40])[CH2:37][CH2:38]4)=[CH:29][CH:28]=3)[N:19]=2)=[N:4][CH:5]=[N:6][CH:7]=1)[CH3:14]. The yield is 0.270.